From a dataset of Reaction yield outcomes from USPTO patents with 853,638 reactions. Predict the reaction yield, written as a fraction of the theoretical maximum amount of product (1.0 means a 100% yield; for example, 0.34 means a 34% yield). (1) The reactants are [NH2:1][C@@H:2]([CH2:14][N:15]([CH3:17])[CH3:16])[CH2:3][C:4]([O:6][CH2:7][C:8]1[CH:13]=[CH:12][CH:11]=[CH:10][CH:9]=1)=[O:5].[CH2:18]([C:23]1[CH:28]=[CH:27][C:26]([S:29](Cl)(=[O:31])=[O:30])=[CH:25][CH:24]=1)[CH2:19][CH2:20][CH2:21][CH3:22]. No catalyst specified. The product is [CH3:17][N:15]([CH3:16])[CH2:14][C@H:2]([NH:1][S:29]([C:26]1[CH:27]=[CH:28][C:23]([CH2:18][CH2:19][CH2:20][CH2:21][CH3:22])=[CH:24][CH:25]=1)(=[O:31])=[O:30])[CH2:3][C:4]([O:6][CH2:7][C:8]1[CH:13]=[CH:12][CH:11]=[CH:10][CH:9]=1)=[O:5]. The yield is 0.250. (2) The reactants are C[O:2][CH:3](OC)[C:4]1[CH2:8][C:7]2([CH2:13][CH2:12][CH2:11][CH2:10][CH2:9]2)[O:6][N:5]=1.CC(C)=O. The catalyst is O. The product is [O:6]1[C:7]2([CH2:13][CH2:12][CH2:11][CH2:10][CH2:9]2)[CH2:8][C:4]([CH:3]=[O:2])=[N:5]1. The yield is 0.540. (3) The reactants are FC(F)(F)C(O)=O.COC1C=C(OC)C=CC=1C[NH:13][C:14]1[CH:19]=[CH:18][C:17]([S:20]([NH:23][C:24]2[S:25][CH:26]=[CH:27][N:28]=2)(=[O:22])=[O:21])=[C:16]([F:29])[CH:15]=1. The catalyst is C(Cl)Cl. The product is [NH2:13][C:14]1[CH:19]=[CH:18][C:17]([S:20]([NH:23][C:24]2[S:25][CH:26]=[CH:27][N:28]=2)(=[O:22])=[O:21])=[C:16]([F:29])[CH:15]=1. The yield is 0.550. (4) The reactants are [CH3:1][CH:2]1[CH2:7][C:6](=[O:8])[CH2:5][C:4](=[O:9])[CH2:3]1.C([O-])([O-])=O.[Na+].[Na+].[O:16](S(C(F)(F)F)(=O)=O)[S:17]([C:20]([F:23])([F:22])[F:21])(=O)=[O:18]. The catalyst is C(Cl)Cl. The product is [F:21][C:20]([F:23])([F:22])[S:17]([O:8][C:6]1[CH2:7][CH:2]([CH3:1])[CH2:3][C:4](=[O:9])[CH:5]=1)(=[O:18])=[O:16]. The yield is 0.780.